Dataset: Forward reaction prediction with 1.9M reactions from USPTO patents (1976-2016). Task: Predict the product of the given reaction. (1) Given the reactants [NH2:1][CH2:2][C@H:3]1[N:8]([C:9]([C:11]2[N:12]=[C:13]([CH3:23])[S:14][C:15]=2[C:16]2[CH:17]=[C:18]([CH3:22])[CH:19]=[CH:20][CH:21]=2)=[O:10])[CH2:7][C@H:6]2[C@@H:4]1[CH2:5]2.[Br:24][C:25]1[CH:33]=[CH:32][C:31]([CH3:34])=[CH:30][C:26]=1[C:27](O)=[O:28], predict the reaction product. The product is: [Br:24][C:25]1[CH:33]=[CH:32][C:31]([CH3:34])=[CH:30][C:26]=1[C:27]([NH:1][CH2:2][C@H:3]1[N:8]([C:9]([C:11]2[N:12]=[C:13]([CH3:23])[S:14][C:15]=2[C:16]2[CH:17]=[C:18]([CH3:22])[CH:19]=[CH:20][CH:21]=2)=[O:10])[CH2:7][C@H:6]2[C@@H:4]1[CH2:5]2)=[O:28]. (2) The product is: [CH2:39]([O:41][C:42]1[C:51]([O:52][CH3:53])=[CH:50][C:49]2[C:48]([C:54]3[CH:55]=[CH:56][C:57]([C:58]([N:35]4[CH2:36][CH2:37][CH:32]([N:18]5[C:19](=[O:31])[C:20]6[S:24][C:23]([C:25]7[CH:30]=[CH:29][CH:28]=[CH:27][CH:26]=7)=[CH:22][C:21]=6[N:16]([CH2:15][C:13]6[S:12][N:11]=[C:10]([CH2:8][CH3:9])[N:14]=6)[C:17]5=[O:38])[CH2:33][CH2:34]4)=[O:59])=[CH:61][CH:62]=3)=[N:47][C@@H:46]3[CH2:63][CH2:64][S:65][CH2:66][C@@H:45]3[C:44]=2[CH:43]=1)[CH3:40]. Given the reactants FC(F)(F)C(O)=O.[CH2:8]([C:10]1[N:14]=[C:13]([CH2:15][N:16]2[C:21]3[CH:22]=[C:23]([C:25]4[CH:30]=[CH:29][CH:28]=[CH:27][CH:26]=4)[S:24][C:20]=3[C:19](=[O:31])[N:18]([CH:32]3[CH2:37][CH2:36][NH:35][CH2:34][CH2:33]3)[C:17]2=[O:38])[S:12][N:11]=1)[CH3:9].[CH2:39]([O:41][C:42]1[C:51]([O:52][CH3:53])=[CH:50][C:49]2[C:48]([C:54]3[CH:62]=[CH:61][C:57]([C:58](O)=[O:59])=[CH:56][CH:55]=3)=[N:47][C@@H:46]3[CH2:63][CH2:64][S:65][CH2:66][C@@H:45]3[C:44]=2[CH:43]=1)[CH3:40].CCN=C=NCCCN(C)C.C1C=C2N=NN(O)C2=CC=1.O.S([O-])(O)(=O)=O.[K+], predict the reaction product. (3) Given the reactants S(Cl)([Cl:3])=O.[F:5][C:6]([F:23])([F:22])[C:7]1[CH:12]=[CH:11][C:10]([C:13]2[C:14]([C:19](O)=[O:20])=[CH:15][CH:16]=[CH:17][CH:18]=2)=[CH:9][CH:8]=1, predict the reaction product. The product is: [F:5][C:6]([F:23])([F:22])[C:7]1[CH:12]=[CH:11][C:10]([C:13]2[C:14]([C:19]([Cl:3])=[O:20])=[CH:15][CH:16]=[CH:17][CH:18]=2)=[CH:9][CH:8]=1. (4) Given the reactants [OH:1][C:2]1[CH:11]=[CH:10][C:5]([C:6]([O:8][CH3:9])=[O:7])=[CH:4][C:3]=1[C:12]([CH3:16])([CH:14]=[CH2:15])[CH3:13].N1C=CC=CC=1.[F:23][C:24]([F:37])([F:36])[S:25](O[S:25]([C:24]([F:37])([F:36])[F:23])(=[O:27])=[O:26])(=[O:27])=[O:26], predict the reaction product. The product is: [CH3:13][C:12]([C:3]1[CH:4]=[C:5]([CH:10]=[CH:11][C:2]=1[O:1][S:25]([C:24]([F:37])([F:36])[F:23])(=[O:27])=[O:26])[C:6]([O:8][CH3:9])=[O:7])([CH:14]=[CH2:15])[CH3:16]. (5) Given the reactants [ClH:1].C(OCC)C.[CH3:7][N:8]([CH3:36])[C:9]1[CH:10]=[C:11]([CH:33]=[CH:34][CH:35]=1)[CH2:12][CH2:13][N:14]([CH2:16][CH2:17][N:18]1[C:24]2[CH:25]=[CH:26][CH:27]=[CH:28][C:23]=2[CH2:22][O:21][C:20]2[CH:29]=[CH:30][CH:31]=[CH:32][C:19]1=2)[CH3:15], predict the reaction product. The product is: [ClH:1].[ClH:1].[CH3:36][N:8]([CH3:7])[C:9]1[CH:10]=[C:11]([CH:33]=[CH:34][CH:35]=1)[CH2:12][CH2:13][N:14]([CH2:16][CH2:17][N:18]1[C:24]2[CH:25]=[CH:26][CH:27]=[CH:28][C:23]=2[CH2:22][O:21][C:20]2[CH:29]=[CH:30][CH:31]=[CH:32][C:19]1=2)[CH3:15]. (6) Given the reactants Br[CH2:2][CH2:3][OH:4].[C:5]([O:9][C:10](=[O:18])[NH:11][CH:12]1[CH2:17][CH2:16][NH:15][CH2:14][CH2:13]1)([CH3:8])([CH3:7])[CH3:6].C(=O)([O-])[O-].[K+].[K+], predict the reaction product. The product is: [C:5]([O:9][C:10](=[O:18])[NH:11][CH:12]1[CH2:17][CH2:16][N:15]([CH2:2][CH2:3][OH:4])[CH2:14][CH2:13]1)([CH3:8])([CH3:6])[CH3:7]. (7) The product is: [CH3:2][O:3][C:4]([C:6]1[CH:11]=[CH:10][CH:9]=[C:8]([C:12]2[O:16][C:15]([C:17](=[O:27])[CH2:18][CH2:19][CH2:20][CH:21]3[CH2:22][CH2:23][N:24]([CH2:43][C:44]4[CH:45]=[CH:46][C:47]([CH:48]([CH3:49])[CH3:62])=[CH:52][CH:51]=4)[CH2:25][CH2:26]3)=[N:14][CH:13]=2)[N:7]=1)=[O:5]. Given the reactants Cl.[CH3:2][O:3][C:4]([C:6]1[CH:11]=[CH:10][CH:9]=[C:8]([C:12]2[O:16][C:15]([C:17](=[O:27])[CH2:18][CH2:19][CH2:20][CH:21]3[CH2:26][CH2:25][NH:24][CH2:23][CH2:22]3)=[N:14][CH:13]=2)[N:7]=1)=[O:5].COC(C1C=CC=C(C2OC([C:43](=O)[CH2:44][CH2:45][CH2:46][CH:47]3[CH2:52][CH2:51]N(C(OC(C)(C)C)=O)[CH2:49][CH2:48]3)=NC=2)N=1)=O.Cl.[CH2:62](Cl)Cl, predict the reaction product. (8) Given the reactants C(O[C:4]1[C:5](=[O:16])[C:6](=[O:15])[C:7]=1[NH:8][C:9]1[CH:10]=[N:11][CH:12]=[CH:13][CH:14]=1)C.[O:17]1[CH2:22][CH2:21][N:20]([CH2:23][C:24]2[CH:37]=[CH:36][C:27]([O:28][CH2:29][CH2:30][CH2:31][CH2:32][CH2:33][CH2:34][NH2:35])=[CH:26][CH:25]=2)[CH2:19][CH2:18]1, predict the reaction product. The product is: [O:17]1[CH2:18][CH2:19][N:20]([CH2:23][C:24]2[CH:25]=[CH:26][C:27]([O:28][CH2:29][CH2:30][CH2:31][CH2:32][CH2:33][CH2:34][NH:35][C:4]3[C:5](=[O:16])[C:6](=[O:15])[C:7]=3[NH:8][C:9]3[CH:10]=[N:11][CH:12]=[CH:13][CH:14]=3)=[CH:36][CH:37]=2)[CH2:21][CH2:22]1. (9) Given the reactants [C:1]([C:3]1[CH:4]=[C:5]([NH:9][CH2:10][C:11]2[CH:21]=[CH:20][C:14]([C:15]([O:17][CH2:18][CH3:19])=[O:16])=[CH:13][C:12]=2[NH:22][C:23](=[O:38])[C:24]2[CH:29]=[CH:28][C:27]([N:30]3[CH2:36][CH2:35][CH2:34][N:33]([CH3:37])[CH2:32][CH2:31]3)=[CH:26][CH:25]=2)[CH:6]=[CH:7][CH:8]=1)#[N:2].Cl.[NH2:40][OH:41].C(N(CC)CC)C, predict the reaction product. The product is: [OH:41][NH:40][C:1]([C:3]1[CH:4]=[C:5]([NH:9][CH2:10][C:11]2[CH:21]=[CH:20][C:14]([C:15]([O:17][CH2:18][CH3:19])=[O:16])=[CH:13][C:12]=2[NH:22][C:23](=[O:38])[C:24]2[CH:29]=[CH:28][C:27]([N:30]3[CH2:36][CH2:35][CH2:34][N:33]([CH3:37])[CH2:32][CH2:31]3)=[CH:26][CH:25]=2)[CH:6]=[CH:7][CH:8]=1)=[NH:2]. (10) The product is: [ClH:50].[C:1]([C:3]1[CH:49]=[CH:48][C:6]2[N:7]([CH2:36][C:37]3[C:46]4[C:41](=[CH:42][CH:43]=[CH:44][CH:45]=4)[CH:40]=[CH:39][C:38]=3[CH3:47])[C:8](=[O:35])[C@@H:9]([NH:20][C:21](=[O:34])[C@@H:22]([NH:25][CH3:26])[CH2:23][CH3:24])[C@H:10]([CH3:19])[N:11]([C:12](=[O:18])[CH2:13][S:14]([CH3:17])(=[O:16])=[O:15])[C:5]=2[CH:4]=1)#[N:2]. Given the reactants [C:1]([C:3]1[CH:49]=[CH:48][C:6]2[N:7]([CH2:36][C:37]3[C:46]4[C:41](=[CH:42][CH:43]=[CH:44][CH:45]=4)[CH:40]=[CH:39][C:38]=3[CH3:47])[C:8](=[O:35])[C@@H:9]([NH:20][C:21](=[O:34])[C@@H:22]([N:25](C)[C:26](=O)OC(C)(C)C)[CH2:23][CH3:24])[C@H:10]([CH3:19])[N:11]([C:12](=[O:18])[CH2:13][S:14]([CH3:17])(=[O:16])=[O:15])[C:5]=2[CH:4]=1)#[N:2].[ClH:50], predict the reaction product.